From a dataset of Full USPTO retrosynthesis dataset with 1.9M reactions from patents (1976-2016). Predict the reactants needed to synthesize the given product. (1) Given the product [C:37]([O:41][C:42](=[O:45])[CH2:4][N:6]1[C:10]2[CH:11]=[CH:12][CH:13]=[CH:14][C:9]=2[NH:8][C:7]1=[O:15])([CH3:40])([CH3:39])[CH3:38], predict the reactants needed to synthesize it. The reactants are: C(O[C:4]([N:6]1[C:10]2[CH:11]=[CH:12][CH:13]=[CH:14][C:9]=2[NH:8][C:7]1=[O:15])=O)C.CC(N=P(N1CCCC1)(N1CCCC1)N1CCCC1)(C)C.[C:37]([O:41][C:42](=[O:45])CBr)([CH3:40])([CH3:39])[CH3:38].[OH-].[Na+]. (2) Given the product [Br:1][C:2]1[CH:3]=[C:4]2[C:8](=[CH:9][CH:10]=1)[N:7]([CH:11]1[CH2:16][CH2:15][CH2:14][CH2:13][O:12]1)[N:6]=[C:5]2[C:17]1[N:21]([CH2:35][O:34][CH2:33][CH2:32][Si:31]([CH3:38])([CH3:37])[CH3:30])[C:20]([C:22]2[CH:23]=[CH:24][N:25]=[CH:26][CH:27]=2)=[N:19][CH:18]=1, predict the reactants needed to synthesize it. The reactants are: [Br:1][C:2]1[CH:3]=[C:4]2[C:8](=[CH:9][CH:10]=1)[N:7]([CH:11]1[CH2:16][CH2:15][CH2:14][CH2:13][O:12]1)[N:6]=[C:5]2[C:17]1[NH:21][C:20]([C:22]2[CH:27]=[CH:26][N:25]=[CH:24][CH:23]=2)=[N:19][CH:18]=1.[H-].[Na+].[CH3:30][Si:31]([CH3:38])([CH3:37])[CH2:32][CH2:33][O:34][CH2:35]Cl. (3) Given the product [C:1]([O:5][C:6]([N:8]1[C:16]2[C:11](=[CH:12][C:13]([CH2:17][N:32]3[CH2:37][CH2:36][CH2:35][CH2:34][CH2:33]3)=[CH:14][CH:15]=2)[CH:10]=[C:9]1[C:19]1[C:27]2[C:22](=[CH:23][CH:24]=[C:25]([C:28]([O:30][CH3:31])=[O:29])[CH:26]=2)[NH:21][N:20]=1)=[O:7])([CH3:4])([CH3:2])[CH3:3], predict the reactants needed to synthesize it. The reactants are: [C:1]([O:5][C:6]([N:8]1[C:16]2[C:11](=[CH:12][C:13]([CH:17]=O)=[CH:14][CH:15]=2)[CH:10]=[C:9]1[C:19]1[C:27]2[C:22](=[CH:23][CH:24]=[C:25]([C:28]([O:30][CH3:31])=[O:29])[CH:26]=2)[NH:21][N:20]=1)=[O:7])([CH3:4])([CH3:3])[CH3:2].[NH:32]1[CH2:37][CH2:36][CH2:35][CH2:34][CH2:33]1.C(O[BH-](OC(=O)C)OC(=O)C)(=O)C.[Na+]. (4) Given the product [F:1][C:2]([F:13])([F:14])[C:3]1[CH:4]=[C:5]([CH2:9][CH2:10][CH2:11][O:12][S:23]([CH3:22])(=[O:25])=[O:24])[CH:6]=[CH:7][CH:8]=1, predict the reactants needed to synthesize it. The reactants are: [F:1][C:2]([F:14])([F:13])[C:3]1[CH:4]=[C:5]([CH2:9][CH2:10][CH2:11][OH:12])[CH:6]=[CH:7][CH:8]=1.C(N(CC)CC)C.[CH3:22][S:23](Cl)(=[O:25])=[O:24]. (5) Given the product [C:1]([N:4]1[CH2:9][CH2:8][N:7]([C:10]2[CH:11]=[CH:12][C:13]([NH:16][C:17](=[O:26])[CH2:18][C:19]3[CH:24]=[CH:23][C:22]([C:32]4[CH:31]=[CH:30][N:29]=[C:28]([F:27])[CH:33]=4)=[CH:21][CH:20]=3)=[N:14][CH:15]=2)[CH2:6][CH2:5]1)(=[O:3])[CH3:2], predict the reactants needed to synthesize it. The reactants are: [C:1]([N:4]1[CH2:9][CH2:8][N:7]([C:10]2[CH:11]=[CH:12][C:13]([NH:16][C:17](=[O:26])[CH2:18][C:19]3[CH:24]=[CH:23][C:22](I)=[CH:21][CH:20]=3)=[N:14][CH:15]=2)[CH2:6][CH2:5]1)(=[O:3])[CH3:2].[F:27][C:28]1[CH:33]=[C:32](B(O)O)[CH:31]=[CH:30][N:29]=1.C([O-])([O-])=O.[Na+].[Na+].C(O)C. (6) Given the product [Cl:19][C:20]1[CH:25]=[CH:24][C:23]([C:2]2[S:6][C:5]([N:7]([CH3:18])[CH:8]3[CH2:13][C:12]([CH3:15])([CH3:14])[NH:11][C:10]([CH3:17])([CH3:16])[CH2:9]3)=[N:4][N:3]=2)=[C:22]([O:29][CH3:30])[CH:21]=1, predict the reactants needed to synthesize it. The reactants are: Br[C:2]1[S:6][C:5]([N:7]([CH3:18])[CH:8]2[CH2:13][C:12]([CH3:15])([CH3:14])[NH:11][C:10]([CH3:17])([CH3:16])[CH2:9]2)=[N:4][N:3]=1.[Cl:19][C:20]1[CH:25]=[CH:24][C:23](B(O)O)=[C:22]([O:29][CH3:30])[CH:21]=1.C([O-])([O-])=O.[Na+].[Na+]. (7) Given the product [O:22]1[CH2:21][C@H:20]1[CH2:18][N:6]1[C:7]2[CH:15]=[CH:14][CH:13]=[CH:12][C:8]=2[CH2:9][CH2:10][C:11]2[CH:1]=[CH:2][CH:3]=[CH:4][C:5]1=2, predict the reactants needed to synthesize it. The reactants are: [CH:1]1[C:11]2[CH2:10][CH2:9][C:8]3[CH:12]=[CH:13][CH:14]=[CH:15][C:7]=3[NH:6][C:5]=2[CH:4]=[CH:3][CH:2]=1.[NH2-].[Na+].[CH2:18]([C@H:20]1[O:22][CH2:21]1)Cl.Cl. (8) Given the product [CH:16]([NH:6][C:5]1[CH:7]=[CH:8][C:9]2[O:10][CH2:1][O:2][C:3]=2[CH:4]=1)([CH3:17])[CH3:18], predict the reactants needed to synthesize it. The reactants are: [CH2:1]1[O:10][C:9]2[CH:8]=[CH:7][C:5]([NH2:6])=[CH:4][C:3]=2[O:2]1.C(N([CH2:16][CH3:17])CC)C.[CH3:18]O.